Dataset: Forward reaction prediction with 1.9M reactions from USPTO patents (1976-2016). Task: Predict the product of the given reaction. Given the reactants [N:1]1[CH:6]=[CH:5][CH:4]=[N:3][C:2]=1[NH2:7].N1C=CC=CC=1.Cl[C:15]([O:17][CH2:18][C:19]([Cl:22])([Cl:21])[Cl:20])=[O:16], predict the reaction product. The product is: [N:1]1[CH:6]=[CH:5][CH:4]=[N:3][C:2]=1[NH:7][C:15](=[O:16])[O:17][CH2:18][C:19]([Cl:22])([Cl:21])[Cl:20].